This data is from Merck oncology drug combination screen with 23,052 pairs across 39 cell lines. The task is: Regression. Given two drug SMILES strings and cell line genomic features, predict the synergy score measuring deviation from expected non-interaction effect. (1) Drug 1: C#Cc1cccc(Nc2ncnc3cc(OCCOC)c(OCCOC)cc23)c1. Drug 2: COC1=C2CC(C)CC(OC)C(O)C(C)C=C(C)C(OC(N)=O)C(OC)C=CC=C(C)C(=O)NC(=CC1=O)C2=O. Cell line: EFM192B. Synergy scores: synergy=0.291. (2) Drug 1: CCN(CC)CCNC(=O)c1c(C)[nH]c(C=C2C(=O)Nc3ccc(F)cc32)c1C. Drug 2: Cn1nnc2c(C(N)=O)ncn2c1=O. Cell line: SW837. Synergy scores: synergy=-9.05. (3) Drug 1: CN1C(=O)C=CC2(C)C3CCC4(C)C(NC(=O)OCC(F)(F)F)CCC4C3CCC12. Drug 2: Cn1c(=O)n(-c2ccc(C(C)(C)C#N)cc2)c2c3cc(-c4cnc5ccccc5c4)ccc3ncc21. Cell line: SKOV3. Synergy scores: synergy=2.81. (4) Drug 1: O=P1(N(CCCl)CCCl)NCCCO1. Drug 2: Cn1c(=O)n(-c2ccc(C(C)(C)C#N)cc2)c2c3cc(-c4cnc5ccccc5c4)ccc3ncc21. Cell line: VCAP. Synergy scores: synergy=23.4. (5) Drug 1: CN(Cc1cnc2nc(N)nc(N)c2n1)c1ccc(C(=O)NC(CCC(=O)O)C(=O)O)cc1. Drug 2: CC1(c2nc3c(C(N)=O)cccc3[nH]2)CCCN1. Cell line: SKOV3. Synergy scores: synergy=-0.401. (6) Drug 1: O=P1(N(CCCl)CCCl)NCCCO1. Drug 2: Cc1nc(Nc2ncc(C(=O)Nc3c(C)cccc3Cl)s2)cc(N2CCN(CCO)CC2)n1. Cell line: SKMEL30. Synergy scores: synergy=-24.3. (7) Drug 1: O=S1(=O)NC2(CN1CC(F)(F)F)C1CCC2Cc2cc(C=CCN3CCC(C(F)(F)F)CC3)ccc2C1. Drug 2: CN(Cc1cnc2nc(N)nc(N)c2n1)c1ccc(C(=O)NC(CCC(=O)O)C(=O)O)cc1. Cell line: ES2. Synergy scores: synergy=1.26. (8) Cell line: ES2. Drug 1: CC1CC2C3CCC4=CC(=O)C=CC4(C)C3(F)C(O)CC2(C)C1(O)C(=O)CO. Drug 2: CC1(c2nc3c(C(N)=O)cccc3[nH]2)CCCN1. Synergy scores: synergy=-17.4. (9) Drug 1: COc1cc(C2c3cc4c(cc3C(OC3OC5COC(C)OC5C(O)C3O)C3COC(=O)C23)OCO4)cc(OC)c1O. Drug 2: O=C(CCCCCCC(=O)Nc1ccccc1)NO. Cell line: SKMES1. Synergy scores: synergy=17.9.